Dataset: hERG potassium channel inhibition data for cardiac toxicity prediction from Karim et al.. Task: Regression/Classification. Given a drug SMILES string, predict its toxicity properties. Task type varies by dataset: regression for continuous values (e.g., LD50, hERG inhibition percentage) or binary classification for toxic/non-toxic outcomes (e.g., AMES mutagenicity, cardiotoxicity, hepatotoxicity). Dataset: herg_karim. (1) The molecule is CNc1ccc(/C=C/c2c(F)cccc2Cl)cn1. The result is 0 (non-blocker). (2) The result is 1 (blocker). The compound is CC(C)(C)c1cc(CNCC2CCN(CCCCCC(c3ccc(F)cc3)c3ccc(F)cc3)C2)cc(C(C)(C)C)c1O. (3) The drug is CC(C(=O)N[C@]1(c2ccccc2)CC[C@@H](N2CCC3(CCOC3=O)CC2)CC1)c1cc(C(F)(F)F)cc(C(F)(F)F)c1. The result is 1 (blocker). (4) The molecule is Cc1ccc(Oc2ccc(Nc3ncnc4cccc(O[C@@H](C)C(=O)N(C)C)c34)cc2C)cn1. The result is 0 (non-blocker). (5) The result is 0 (non-blocker). The drug is Cc1ccc(NC(=O)c2ccc(CN3CCN(C)CC3)cc2)cc1Nc1nccc(-c2cccnc2)n1. (6) The compound is CNCc1cc(Cl)ccc1Oc1ccc(Cl)c(Cl)c1. The result is 1 (blocker). (7) The drug is Cn1nnc(C2CC3(c4ccccc4)NC2CCC3OCc2cc(C(F)(F)F)cc(C(F)(F)F)c2)n1. The result is 1 (blocker). (8) The drug is N[C@H](C(=O)N1CC[C@@H](F)C1)[C@H]1CC[C@@H](NS(=O)(=O)c2ccc(OC(F)(F)F)cc2)CC1. The result is 1 (blocker). (9) The drug is COc1ccc(C2(c3cccc(-c4cncnc4)c3)N=C(C)C(N)=N2)cc1C. The result is 0 (non-blocker).